Regression. Given a peptide amino acid sequence and an MHC pseudo amino acid sequence, predict their binding affinity value. This is MHC class I binding data. From a dataset of Peptide-MHC class I binding affinity with 185,985 pairs from IEDB/IMGT. (1) The peptide sequence is SRWRIRSGL. The MHC is HLA-B58:01 with pseudo-sequence HLA-B58:01. The binding affinity (normalized) is 0.0847. (2) The peptide sequence is VVRVRRELL. The MHC is HLA-B57:01 with pseudo-sequence HLA-B57:01. The binding affinity (normalized) is 0.0847. (3) The peptide sequence is EAFPYEITE. The MHC is HLA-A03:01 with pseudo-sequence HLA-A03:01. The binding affinity (normalized) is 0.0847. (4) The peptide sequence is KLFTIAMWLL. The MHC is HLA-A02:02 with pseudo-sequence HLA-A02:02. The binding affinity (normalized) is 0.802. (5) The peptide sequence is NTDNKFISY. The MHC is HLA-A80:01 with pseudo-sequence HLA-A80:01. The binding affinity (normalized) is 0.550. (6) The MHC is HLA-B44:03 with pseudo-sequence HLA-B44:03. The peptide sequence is ERYFRIHSL. The binding affinity (normalized) is 0.0822. (7) The binding affinity (normalized) is 0. The peptide sequence is QAAMQIIRDII. The MHC is Mamu-A02 with pseudo-sequence Mamu-A02. (8) The peptide sequence is LLAMTFWPA. The MHC is HLA-B27:03 with pseudo-sequence HLA-B27:03. The binding affinity (normalized) is 0.0847. (9) The peptide sequence is GMFTNRSGS. The MHC is HLA-A24:02 with pseudo-sequence HLA-A24:02. The binding affinity (normalized) is 0. (10) The peptide sequence is SPAIFQSSM. The MHC is HLA-B45:01 with pseudo-sequence HLA-B45:01. The binding affinity (normalized) is 0.